Dataset: Full USPTO retrosynthesis dataset with 1.9M reactions from patents (1976-2016). Task: Predict the reactants needed to synthesize the given product. (1) Given the product [C:28]([C@H:17]([NH:16][C:2]1[C:11]([C:12]([OH:14])=[O:13])=[CH:10][C:9]2[C:4](=[CH:5][CH:6]=[C:7]([Cl:15])[CH:8]=2)[N:3]=1)[CH2:18][C:19]1[C:27]2[C:22](=[CH:23][CH:24]=[CH:25][CH:26]=2)[NH:21][CH:20]=1)([OH:30])=[O:29], predict the reactants needed to synthesize it. The reactants are: Cl[C:2]1[C:11]([C:12]([OH:14])=[O:13])=[CH:10][C:9]2[C:4](=[CH:5][CH:6]=[C:7]([Cl:15])[CH:8]=2)[N:3]=1.[NH2:16][C@@H:17]([C:28]([OH:30])=[O:29])[CH2:18][C:19]1[C:27]2[C:22](=[CH:23][CH:24]=[CH:25][CH:26]=2)[NH:21][CH:20]=1.CC#N. (2) Given the product [CH3:85][CH:2]([CH2:3][CH2:4][CH2:5][C@H:6]([C@@H:7]1[C@:12]2([CH3:81])[C@H:11]([C@H:16]3[C@H:15]([CH2:14][CH2:13]2)[C@:20]2([CH3:80])[C:19]([CH2:24][C@H:23]([CH2:22][CH2:21]2)[OH:25])=[CH:18][CH2:17]3)[CH2:10][CH2:8]1)[CH3:83])[CH3:1], predict the reactants needed to synthesize it. The reactants are: [CH3:1][C@H:2]1[CH2:85]O[C@@:5]2(O[C@H:8]3[C@@H:10](O)[C@H:11]4[C@@H:16]5[CH2:17][CH2:18][C@H:19]6[CH2:24][C@@H:23]([O:25][C@@H]7O[C@H](CO)[C@H](O[C@@H]8O[C@H](CO)C(O)[C@H](O[C@@H]9OC[C@@H](O)[C@H](O)[C@H]9O)[C@H]8O[C@@H]8O[C@H](CO)[C@H](O)[C@H](O[C@@H]9O[C@H](CO)[C@@H](O)[C@H](O)[C@H]9O)[C@H]8O)[C@H](O)[C@H]7O)[C@H:22](O)[CH2:21][C@:20]6([CH3:80])[C@H:15]5[CH2:14][CH2:13][C@:12]4([CH3:81])[C@H:7]3[C@@H:6]2[CH3:83])[CH2:4][CH2:3]1.C1(=O)OC(=O)C=C1.C(N1CCCC1=O)=C. (3) Given the product [C:1]([O:5][C:6]([N:8]1[CH2:13][CH2:12][N:11]([C:14]2[N:22]([C:23]3[CH:28]=[CH:27][CH:26]=[CH:25][C:24]=3[O:29][CH3:30])[C:21]3[C:20](=[O:31])[N:19]([CH2:32][C:33]([OH:35])=[O:34])[C:18](=[O:38])[N:17]([CH3:39])[C:16]=3[N:15]=2)[CH2:10][CH2:9]1)=[O:7])([CH3:3])([CH3:4])[CH3:2], predict the reactants needed to synthesize it. The reactants are: [C:1]([O:5][C:6]([N:8]1[CH2:13][CH2:12][N:11]([C:14]2[N:22]([C:23]3[CH:28]=[CH:27][CH:26]=[CH:25][C:24]=3[O:29][CH3:30])[C:21]3[C:20](=[O:31])[N:19]([CH2:32][C:33]([O:35]CC)=[O:34])[C:18](=[O:38])[N:17]([CH3:39])[C:16]=3[N:15]=2)[CH2:10][CH2:9]1)=[O:7])([CH3:4])([CH3:3])[CH3:2].[OH-].[Na+].Cl. (4) Given the product [F:1][C:2]1[CH:3]=[CH:4][C:5]([O:10][C:11]2[CH:16]=[CH:15][C:14]([F:17])=[CH:13][CH:12]=2)=[C:6]([CH:7]=[N:23][C:28]([O:30][Si:33]([CH3:36])([CH3:35])[CH3:34])=[CH2:29])[CH:9]=1, predict the reactants needed to synthesize it. The reactants are: [F:1][C:2]1[CH:3]=[CH:4][C:5]([O:10][C:11]2[CH:16]=[CH:15][C:14]([F:17])=[CH:13][CH:12]=2)=[C:6]([CH:9]=1)[CH:7]=O.[Li+].C[Si]([N-:23][Si](C)(C)C)(C)C.[C:28](Cl)(=[O:30])[CH3:29].Cl[Si:33]([CH3:36])([CH3:35])[CH3:34]. (5) Given the product [O:15]=[C:16]1[NH:25][C:24]2[C:19](=[CH:20][CH:21]=[C:22]([C:26]([O:28][CH3:29])=[O:27])[CH:23]=2)[N:18]=[C:17]1[C:30]1[CH:35]=[CH:34][CH:33]=[CH:32][CH:31]=1, predict the reactants needed to synthesize it. The reactants are: C(C1C(=O)C(Cl)=C(Cl)C(=O)C=1C#N)#N.[O:15]=[C:16]1[NH:25][C:24]2[C:19](=[CH:20][CH:21]=[C:22]([C:26]([O:28][CH3:29])=[O:27])[CH:23]=2)[NH:18][CH:17]1[C:30]1[CH:35]=[CH:34][CH:33]=[CH:32][CH:31]=1. (6) Given the product [N:1]1([CH2:15][C:16]2[N:20]([CH2:21][CH2:22][CH2:23][CH2:24][CH2:25][NH2:26])[C:19]3[CH:27]=[CH:28][CH:29]=[CH:30][C:18]=3[N:17]=2)[C@H:14]2[C@@H:5]([CH2:6][CH2:7][C:8]3[C:13]2=[N:12][CH:11]=[CH:10][CH:9]=3)[CH2:4][CH2:3][CH2:2]1, predict the reactants needed to synthesize it. The reactants are: [N:1]1([CH2:15][C:16]2[N:20]([CH2:21][CH2:22][CH2:23][CH2:24][C:25]#[N:26])[C:19]3[CH:27]=[CH:28][CH:29]=[CH:30][C:18]=3[N:17]=2)[C@H:14]2[C@@H:5]([CH2:6][CH2:7][C:8]3[C:13]2=[N:12][CH:11]=[CH:10][CH:9]=3)[CH2:4][CH2:3][CH2:2]1. (7) Given the product [NH2:27][CH2:28][CH2:29][CH2:30][O:31][C:32]1[CH:33]=[C:34]([CH:39]=[CH:40][CH:41]=1)[C:35]([O:37][CH3:38])=[O:36], predict the reactants needed to synthesize it. The reactants are: NC1C=CC(C2CCC(C(OC)=O)C2)=CC=1.C(OC([NH:27][CH2:28][CH2:29][CH2:30][O:31][C:32]1[CH:33]=[C:34]([CH:39]=[CH:40][CH:41]=1)[C:35]([O:37][CH3:38])=[O:36])=O)C1C=CC=CC=1.CCO.